From a dataset of Full USPTO retrosynthesis dataset with 1.9M reactions from patents (1976-2016). Predict the reactants needed to synthesize the given product. (1) Given the product [Si:18]([O:8][CH:6]([C:4]1[N:3]=[N:2][NH:1][CH:5]=1)[CH3:7])([C:15]([CH3:17])([CH3:16])[CH3:14])([C:25]1[CH:26]=[CH:27][CH:28]=[CH:29][CH:30]=1)[C:19]1[CH:24]=[CH:23][CH:22]=[CH:21][CH:20]=1, predict the reactants needed to synthesize it. The reactants are: [NH:1]1[CH:5]=[C:4]([CH:6]([OH:8])[CH3:7])[N:3]=[N:2]1.N1C=CN=C1.[CH3:14][C:15]([Si:18](Cl)([C:25]1[CH:30]=[CH:29][CH:28]=[CH:27][CH:26]=1)[C:19]1[CH:24]=[CH:23][CH:22]=[CH:21][CH:20]=1)([CH3:17])[CH3:16]. (2) Given the product [Cl:27][C:8]1[C:9]2[C:4](=[C:3]([C:13]3[CH:14]=[C:15]4[C:20](=[CH:21][CH:22]=3)[N:19]=[C:18]([NH:23][CH3:24])[N:17]=[CH:16]4)[C:2]([CH3:1])=[CH:11][CH:10]=2)[CH:5]=[CH:6][N:7]=1, predict the reactants needed to synthesize it. The reactants are: [CH3:1][C:2]1[C:3]([C:13]2[CH:14]=[C:15]3[C:20](=[CH:21][CH:22]=2)[N:19]=[C:18]([NH:23][CH3:24])[N:17]=[CH:16]3)=[C:4]2[C:9](=[CH:10][CH:11]=1)[C:8](=O)[NH:7][CH:6]=[CH:5]2.O=P(Cl)(Cl)[Cl:27]. (3) Given the product [NH2:17][C:16]1[C:7]([NH:6][CH2:5][CH2:4][CH2:3][CH2:2][OH:1])=[C:8]([CH:13]=[CH:14][CH:15]=1)[C:9]([O:11][CH3:12])=[O:10], predict the reactants needed to synthesize it. The reactants are: [OH:1][CH2:2][CH2:3][CH2:4][CH2:5][NH:6][C:7]1[C:16]([N+:17]([O-])=O)=[CH:15][CH:14]=[CH:13][C:8]=1[C:9]([O:11][CH3:12])=[O:10]. (4) Given the product [Cl:20][C:21]1[CH:22]=[C:23]([S:32]([N:9]2[CH2:10][CH2:11][C:6]3([C:2](=[O:12])[NH:3][CH2:4][CH2:5]3)[CH2:7][CH2:8]2)(=[O:33])=[O:34])[CH:24]=[CH:25][C:26]=1[O:27][C:28]([F:30])([F:29])[F:31], predict the reactants needed to synthesize it. The reactants are: Cl.[C:2]1(=[O:12])[C:6]2([CH2:11][CH2:10][NH:9][CH2:8][CH2:7]2)[CH2:5][CH2:4][NH:3]1.C(N(CC)CC)C.[Cl:20][C:21]1[CH:22]=[C:23]([S:32](Cl)(=[O:34])=[O:33])[CH:24]=[CH:25][C:26]=1[O:27][C:28]([F:31])([F:30])[F:29]. (5) Given the product [O:3]1[C:7]2[CH:8]=[CH:9][CH:10]=[C:11]([CH:12]3[CH2:17][CH2:16][N:15]([CH2:18][CH2:19][C@H:20]4[CH2:21][CH2:22][C@H:23]([NH:26][C:33]([CH:30]5[CH2:31][CH2:32][O:27][CH2:28][CH2:29]5)=[O:34])[CH2:24][CH2:25]4)[CH2:14][CH2:13]3)[C:6]=2[CH2:5][CH2:4]1, predict the reactants needed to synthesize it. The reactants are: Cl.Cl.[O:3]1[C:7]2[CH:8]=[CH:9][CH:10]=[C:11]([CH:12]3[CH2:17][CH2:16][N:15]([CH2:18][CH2:19][C@H:20]4[CH2:25][CH2:24][C@H:23]([NH2:26])[CH2:22][CH2:21]4)[CH2:14][CH2:13]3)[C:6]=2[CH2:5][CH2:4]1.[O:27]1[CH2:32][CH2:31][CH:30]([C:33](O)=[O:34])[CH2:29][CH2:28]1. (6) Given the product [C:4]([O:7][CH2:8][CH2:9][S:1][C:2]#[N:3])(=[O:6])[CH3:5], predict the reactants needed to synthesize it. The reactants are: [S-:1][C:2]#[N:3].[C:4]([O:7][C:8](=O)[CH3:9])(=[O:6])[CH3:5]. (7) Given the product [Cl:16][C:17]1[CH:22]=[C:21]([C:2]2[CH:14]=[CH:13][C:5]([C:6]([NH:8][S:9]([CH3:12])(=[O:11])=[O:10])=[O:7])=[CH:4][C:3]=2[CH3:15])[CH:20]=[N:19][C:18]=1[F:32], predict the reactants needed to synthesize it. The reactants are: Br[C:2]1[CH:14]=[CH:13][C:5]([C:6]([NH:8][S:9]([CH3:12])(=[O:11])=[O:10])=[O:7])=[CH:4][C:3]=1[CH3:15].[Cl:16][C:17]1[C:18]([F:32])=[N:19][CH:20]=[C:21](B2OC(C)(C)C(C)(C)O2)[CH:22]=1.C([O-])([O-])=O.[Na+].[Na+].